Dataset: Catalyst prediction with 721,799 reactions and 888 catalyst types from USPTO. Task: Predict which catalyst facilitates the given reaction. (1) Reactant: [NH2:1][C:2]1[N:7]=[C:6]([N:8]2[CH2:13][CH2:12][CH2:11][C@H:10]([C:14]([NH:16][C:17]3[CH:22]=[CH:21][CH:20]=[CH:19][C:18]=3[CH3:23])=[O:15])[CH2:9]2)[CH:5]=[C:4]([C:24]2[CH:29]=[CH:28][C:27]([C:30]#[N:31])=[C:26](F)[CH:25]=2)[N:3]=1.CCN(C(C)C)C(C)C.[NH2:42][NH2:43]. Product: [NH2:1][C:2]1[N:7]=[C:6]([N:8]2[CH2:13][CH2:12][CH2:11][C@H:10]([C:14]([NH:16][C:17]3[CH:22]=[CH:21][CH:20]=[CH:19][C:18]=3[CH3:23])=[O:15])[CH2:9]2)[CH:5]=[C:4]([C:24]2[CH:25]=[C:26]3[C:27]([C:30]([NH2:31])=[N:42][NH:43]3)=[CH:28][CH:29]=2)[N:3]=1. The catalyst class is: 14. (2) Reactant: [CH2:1]([O:3][C:4]1[CH:5]=[CH:6][C:7]([F:11])=[C:8]([OH:10])[CH:9]=1)[CH3:2].N1C=CN=C1.[C:17]([Si:21](Cl)([CH3:23])[CH3:22])([CH3:20])([CH3:19])[CH3:18].CCOC(C)=O. Product: [C:17]([Si:21]([O:10][C:8]1[CH:9]=[C:4]([O:3][CH2:1][CH3:2])[CH:5]=[CH:6][C:7]=1[F:11])([CH3:23])[CH3:22])([CH3:20])([CH3:19])[CH3:18]. The catalyst class is: 3. (3) Reactant: [CH3:1][C:2]1([CH3:11])[CH2:7][CH:6]([C:8](O)=[O:9])[CH2:5][CH2:4][O:3]1.C(Cl)(=O)C([Cl:15])=O. Product: [CH3:1][C:2]1([CH3:11])[CH2:7][CH:6]([C:8]([Cl:15])=[O:9])[CH2:5][CH2:4][O:3]1. The catalyst class is: 59.